This data is from Catalyst prediction with 721,799 reactions and 888 catalyst types from USPTO. The task is: Predict which catalyst facilitates the given reaction. Reactant: [Cl:1]N1C(=O)CCC1=O.[NH2:9][C:10]1[C:11]([CH3:22])=[C:12]([CH2:16][CH2:17][C:18]([O:20][CH3:21])=[O:19])[CH:13]=[CH:14][CH:15]=1. Product: [NH2:9][C:10]1[C:11]([CH3:22])=[C:12]([CH2:16][CH2:17][C:18]([O:20][CH3:21])=[O:19])[CH:13]=[CH:14][C:15]=1[Cl:1]. The catalyst class is: 115.